Predict the reaction yield, written as a fraction of the theoretical maximum amount of product (1.0 means a 100% yield; for example, 0.34 means a 34% yield). From a dataset of Reaction yield outcomes from USPTO patents with 853,638 reactions. (1) The reactants are [F:1][C:2]([F:31])([F:30])[C:3]1[C:7]([CH2:8][N:9]2C(=O)C3C(=CC=CC=3)C2=O)=[CH:6][N:5]([CH:20]2[CH2:25][CH2:24][CH:23]([C:26]([F:29])([F:28])[F:27])[CH2:22][CH2:21]2)[N:4]=1.NN.O. The catalyst is CO. The product is [F:31][C:2]([F:1])([F:30])[C:3]1[C:7]([CH2:8][NH2:9])=[CH:6][N:5]([CH:20]2[CH2:21][CH2:22][CH:23]([C:26]([F:27])([F:28])[F:29])[CH2:24][CH2:25]2)[N:4]=1. The yield is 0.600. (2) The reactants are [CH3:1][C:2]1([CH3:41])[CH2:7][C:6](=[O:8])[N:5]([CH2:9][CH2:10][C:11]2[CH:16]=[CH:15][C:14]([O:17][C:18]([N:20]3[CH2:25][CH2:24][CH:23]([O:26][C:27]4[CH:32]=[CH:31][C:30]([CH2:33][C:34]([O:36]CC=C)=[O:35])=[CH:29][CH:28]=4)[CH2:22][CH2:21]3)=[O:19])=[CH:13][CH:12]=2)[C:4](=[O:40])[CH2:3]1.N1CCOCC1. The catalyst is C1COCC1.CC#N.C1C=CC([P]([Pd]([P](C2C=CC=CC=2)(C2C=CC=CC=2)C2C=CC=CC=2)([P](C2C=CC=CC=2)(C2C=CC=CC=2)C2C=CC=CC=2)[P](C2C=CC=CC=2)(C2C=CC=CC=2)C2C=CC=CC=2)(C2C=CC=CC=2)C2C=CC=CC=2)=CC=1. The product is [CH3:1][C:2]1([CH3:41])[CH2:7][C:6](=[O:8])[N:5]([CH2:9][CH2:10][C:11]2[CH:12]=[CH:13][C:14]([O:17][C:18]([N:20]3[CH2:21][CH2:22][CH:23]([O:26][C:27]4[CH:28]=[CH:29][C:30]([CH2:33][C:34]([OH:36])=[O:35])=[CH:31][CH:32]=4)[CH2:24][CH2:25]3)=[O:19])=[CH:15][CH:16]=2)[C:4](=[O:40])[CH2:3]1. The yield is 0.700.